Dataset: Forward reaction prediction with 1.9M reactions from USPTO patents (1976-2016). Task: Predict the product of the given reaction. Given the reactants [F:1][C:2]1[CH:7]=[CH:6][C:5]([NH:8][C:9]2[CH:14]=[CH:13][C:12]([C:15]3[C:19]4[CH2:20][C:21]5[S:22][CH:23]=[CH:24][C:25]=5[C:18]=4[N:17](COCC[Si](C)(C)C)[N:16]=3)=[CH:11][CH:10]=2)=[CH:4][CH:3]=1.Cl, predict the reaction product. The product is: [S:22]1[CH:23]=[CH:24][C:25]2[C:18]3[NH:17][N:16]=[C:15]([C:12]4[CH:11]=[CH:10][C:9]([NH:8][C:5]5[CH:6]=[CH:7][C:2]([F:1])=[CH:3][CH:4]=5)=[CH:14][CH:13]=4)[C:19]=3[CH2:20][C:21]1=2.